From a dataset of Catalyst prediction with 721,799 reactions and 888 catalyst types from USPTO. Predict which catalyst facilitates the given reaction. (1) Reactant: [CH3:1][C:2]1[N:7]=[C:6]([SH:8])[N:5]=[C:4]([OH:9])[CH:3]=1.C(=O)([O-])[O-].[K+].[K+].Br[CH2:17][C:18]1[CH:19]=[N:20][CH:21]=[CH:22][C:23]=1[C:24]([F:27])([F:26])[F:25]. Product: [CH3:1][C:2]1[N:7]=[C:6]([S:8][CH2:17][C:18]2[CH:19]=[N:20][CH:21]=[CH:22][C:23]=2[C:24]([F:27])([F:25])[F:26])[N:5]=[C:4]([OH:9])[CH:3]=1. The catalyst class is: 3. (2) Reactant: [Cl:1][C:2]1[C:11]2[C:6](=[CH:7][C:8]([O:13][CH3:14])=[C:9]([OH:12])[CH:10]=2)[N:5]=[CH:4][N:3]=1.[C:32]1(P([C:28]2[CH:33]=[CH:32][CH:31]=[CH:30]C=2)[C:32]2[CH:33]=[CH:28]C=[CH:30][CH:31]=2)[CH:33]=[CH:28]C=[CH:30][CH:31]=1.[N:35]([C:36]([O:38][C:39]([CH3:42])([CH3:41])[CH3:40])=[O:37])=[N:35][C:36]([O:38][C:39]([CH3:42])([CH3:41])[CH3:40])=[O:37]. Product: [Cl:1][C:2]1[C:11]2[C:6](=[CH:7][C:8]([O:13][CH3:14])=[C:9]([O:12][CH2:28][C@@H:33]3[CH2:32][CH2:31][CH2:30][N:35]3[C:36]([O:38][C:39]([CH3:42])([CH3:41])[CH3:40])=[O:37])[CH:10]=2)[N:5]=[CH:4][N:3]=1. The catalyst class is: 2. (3) Reactant: [CH3:1][O:2][C:3]([C@@H:5]1[CH2:9][C@H:8]([N:10]=[N+]=[N-])[CH2:7][N:6]1[CH2:13][CH:14]1[CH2:19][CH2:18][CH2:17][CH2:16][CH2:15]1)=[O:4].C1(P(C2C=CC=CC=2)C2C=CC=CC=2)C=CC=CC=1.O. Product: [CH3:1][O:2][C:3]([C@@H:5]1[CH2:9][C@H:8]([NH2:10])[CH2:7][N:6]1[CH2:13][CH:14]1[CH2:19][CH2:18][CH2:17][CH2:16][CH2:15]1)=[O:4]. The catalyst class is: 365. (4) Reactant: [NH2:1][C:2]1[CH:7]=[CH:6][CH:5]=[CH:4][C:3]=1[NH:8][C:9]([NH:11][C:12]1[CH:17]=[CH:16][CH:15]=[CH:14][CH:13]=1)=[O:10].C(N(CC)CC)C.[Cl:25][C:26]1[CH:31]=[CH:30][C:29]([S:32](Cl)(=[O:34])=[O:33])=[CH:28][CH:27]=1. Product: [Cl:25][C:26]1[CH:31]=[CH:30][C:29]([S:32]([NH:1][C:2]2[CH:7]=[CH:6][CH:5]=[CH:4][C:3]=2[NH:8][C:9]([NH:11][C:12]2[CH:17]=[CH:16][CH:15]=[CH:14][CH:13]=2)=[O:10])(=[O:34])=[O:33])=[CH:28][CH:27]=1. The catalyst class is: 13.